From a dataset of NCI-60 drug combinations with 297,098 pairs across 59 cell lines. Regression. Given two drug SMILES strings and cell line genomic features, predict the synergy score measuring deviation from expected non-interaction effect. (1) Drug 1: CCC1(CC2CC(C3=C(CCN(C2)C1)C4=CC=CC=C4N3)(C5=C(C=C6C(=C5)C78CCN9C7C(C=CC9)(C(C(C8N6C=O)(C(=O)OC)O)OC(=O)C)CC)OC)C(=O)OC)O.OS(=O)(=O)O. Drug 2: CC1=C(C(=CC=C1)Cl)NC(=O)C2=CN=C(S2)NC3=CC(=NC(=N3)C)N4CCN(CC4)CCO. Cell line: HOP-92. Synergy scores: CSS=11.7, Synergy_ZIP=1.72, Synergy_Bliss=5.51, Synergy_Loewe=-0.621, Synergy_HSA=3.53. (2) Drug 1: C1CC(=O)NC(=O)C1N2CC3=C(C2=O)C=CC=C3N. Drug 2: CC1=C(C=C(C=C1)NC(=O)C2=CC=C(C=C2)CN3CCN(CC3)C)NC4=NC=CC(=N4)C5=CN=CC=C5. Cell line: NCI-H322M. Synergy scores: CSS=-1.92, Synergy_ZIP=-2.14, Synergy_Bliss=-4.85, Synergy_Loewe=-4.36, Synergy_HSA=-4.27.